Dataset: Full USPTO retrosynthesis dataset with 1.9M reactions from patents (1976-2016). Task: Predict the reactants needed to synthesize the given product. (1) The reactants are: [C:1]1([C:7]2[S:11][C:10]([NH2:12])=[N:9][N:8]=2)[CH:6]=[CH:5][CH:4]=[CH:3][CH:2]=1.[Cl:13][CH2:14][CH2:15][CH2:16][C:17](Cl)=[O:18].C(=O)([O-])[O-].[K+].[K+]. Given the product [Cl:13][CH2:14][CH2:15][CH2:16][C:17]([NH:12][C:10]1[S:11][C:7]([C:1]2[CH:2]=[CH:3][CH:4]=[CH:5][CH:6]=2)=[N:8][N:9]=1)=[O:18], predict the reactants needed to synthesize it. (2) Given the product [F:47][C:48]([F:53])([F:52])[C:49]([OH:51])=[O:50].[CH3:45][C:2]([NH:1][C:99]([NH:101][CH:102]1[CH2:103][CH2:104][N:105]([C:108]2[CH:113]=[CH:112][CH:111]=[CH:110][N:109]=2)[CH2:106][CH2:107]1)=[O:100])([CH3:46])[CH2:3][NH:4][C:5]([C:7]1[N:15]=[C:14]2[C:10]([N:11]=[CH:12][N:13]2[C@@H:16]2[CH2:20][C@H:19]([N:21]3[CH:25]=[C:24]([CH2:26][OH:27])[CH:23]=[N:22]3)[C@@H:18]([OH:28])[C@H:17]2[OH:29])=[C:9]([NH:30][CH2:31][CH:32]([C:39]2[CH:40]=[CH:41][CH:42]=[CH:43][CH:44]=2)[C:33]2[CH:34]=[CH:35][CH:36]=[CH:37][CH:38]=2)[N:8]=1)=[O:6], predict the reactants needed to synthesize it. The reactants are: [NH2:1][C:2]([CH3:46])([CH3:45])[CH2:3][NH:4][C:5]([C:7]1[N:15]=[C:14]2[C:10]([N:11]=[CH:12][N:13]2[C@@H:16]2[CH2:20][C@H:19]([N:21]3[CH:25]=[C:24]([CH2:26][OH:27])[CH:23]=[N:22]3)[C@@H:18]([OH:28])[C@H:17]2[OH:29])=[C:9]([NH:30][CH2:31][CH:32]([C:39]2[CH:44]=[CH:43][CH:42]=[CH:41][CH:40]=2)[C:33]2[CH:38]=[CH:37][CH:36]=[CH:35][CH:34]=2)[N:8]=1)=[O:6].[F:47][C:48]([F:53])([F:52])[C:49]([OH:51])=[O:50].O[C@@H]1[C@H](O)[C@@H](N2C=C(C)C=N2)C[C@H]1N1C=NC2C1=NC(NC1CCC(N[C:99]([NH:101][CH:102]3[CH2:107][CH2:106][N:105]([C:108]4[CH:113]=[CH:112][CH:111]=[CH:110][N:109]=4)[CH2:104][CH2:103]3)=[O:100])CC1)=NC=2NCC(C1C=CC=CC=1)C1C=CC=CC=1. (3) Given the product [Br:1][C:2]1[CH:3]=[C:4]([N:13]([C@H:14]2[CH2:19][CH2:18][C@H:17]([NH:20][C:21]([O:23][C:24]([CH3:27])([CH3:26])[CH3:25])=[O:22])[CH2:16][CH2:15]2)[CH2:28][CH3:29])[C:5]([CH3:12])=[C:6]([CH:11]=1)[C:7]([O:9][CH3:10])=[O:8], predict the reactants needed to synthesize it. The reactants are: [Br:1][C:2]1[CH:3]=[C:4]([NH:13][C@H:14]2[CH2:19][CH2:18][C@H:17]([NH:20][C:21]([O:23][C:24]([CH3:27])([CH3:26])[CH3:25])=[O:22])[CH2:16][CH2:15]2)[C:5]([CH3:12])=[C:6]([CH:11]=1)[C:7]([O:9][CH3:10])=[O:8].[CH:28](=O)[CH3:29].C(O)(=O)C.C(O[BH-](OC(=O)C)OC(=O)C)(=O)C.[Na+]. (4) Given the product [NH:1]1[C:9]2[C:4](=[CH:5][C:6]([NH:10][C:11]3[C:12]4[C:19]5[CH2:20][CH2:21][CH:22]([C:24]([NH:32][C:31]6[CH:33]=[CH:34][CH:35]=[C:29]([O:28][CH3:27])[CH:30]=6)=[O:26])[CH2:23][C:18]=5[S:17][C:13]=4[N:14]=[CH:15][N:16]=3)=[CH:7][CH:8]=2)[CH:3]=[N:2]1, predict the reactants needed to synthesize it. The reactants are: [NH:1]1[C:9]2[C:4](=[CH:5][C:6]([NH:10][C:11]3[C:12]4[C:19]5[CH2:20][CH2:21][CH:22]([C:24]([OH:26])=O)[CH2:23][C:18]=5[S:17][C:13]=4[N:14]=[CH:15][N:16]=3)=[CH:7][CH:8]=2)[CH:3]=[N:2]1.[CH3:27][O:28][C:29]1[CH:30]=[C:31]([CH:33]=[CH:34][CH:35]=1)[NH2:32].C(N(CC)C(C)C)(C)C.C(P1(=O)OP(CCC)(=O)OP(CCC)(=O)O1)CC.C(P(OP(CCC)=O)=O)CC. (5) Given the product [Cl:1][C:2]1[N:7]=[C:6]([O:10][C:11]2[CH:12]=[CH:13][CH:14]=[C:15]3[C:19]=2[C:18](=[O:20])[N:17]([CH3:21])[CH2:16]3)[C:5]([Cl:9])=[CH:4][N:3]=1, predict the reactants needed to synthesize it. The reactants are: [Cl:1][C:2]1[N:7]=[C:6](Cl)[C:5]([Cl:9])=[CH:4][N:3]=1.[OH:10][C:11]1[CH:12]=[CH:13][CH:14]=[C:15]2[C:19]=1[C:18](=[O:20])[N:17]([CH3:21])[CH2:16]2.C(=O)([O-])[O-].[Cs+].[Cs+].